Dataset: Forward reaction prediction with 1.9M reactions from USPTO patents (1976-2016). Task: Predict the product of the given reaction. Given the reactants [NH2:1][C:2]1[N:6]([CH3:7])[C:5](=[O:8])[C:4]([C:19]2[CH:24]=[CH:23][CH:22]=[C:21]([O:25]CC3C=CC=CC=3)[CH:20]=2)([C:9]2[CH:10]=[N:11][N:12]([CH2:14][C:15]([F:18])([F:17])[F:16])[CH:13]=2)[N:3]=1, predict the reaction product. The product is: [NH2:1][C:2]1[N:6]([CH3:7])[C:5](=[O:8])[C:4]([C:19]2[CH:24]=[CH:23][CH:22]=[C:21]([OH:25])[CH:20]=2)([C:9]2[CH:10]=[N:11][N:12]([CH2:14][C:15]([F:18])([F:17])[F:16])[CH:13]=2)[N:3]=1.